Task: Predict the reactants needed to synthesize the given product.. Dataset: Full USPTO retrosynthesis dataset with 1.9M reactions from patents (1976-2016) (1) Given the product [NH2:1][C:4]1[CH:5]=[C:6]([S:15]([NH2:18])(=[O:17])=[O:16])[CH:7]=[CH:8][C:9]=1[O:10][C:11]([F:13])([F:12])[F:14], predict the reactants needed to synthesize it. The reactants are: [N+:1]([C:4]1[CH:5]=[C:6]([S:15]([NH2:18])(=[O:17])=[O:16])[CH:7]=[CH:8][C:9]=1[O:10][C:11]([F:14])([F:13])[F:12])([O-])=O.C(OC1C=CC(C(N)=O)=CC=1[N+]([O-])=O)(C)C.C(OC1C=CC(C(N)=O)=CC=1N=C=S)(C)C. (2) Given the product [CH:1]1([CH2:4][O:5][C:6]2[N:11]=[C:10]([C:12]([N:24]3[CH2:23][CH:22]([CH3:21])[O:27][CH:26]([CH3:28])[CH2:25]3)=[O:14])[CH:9]=[CH:8][C:7]=2[N:15]2[CH2:18][C:17]([F:20])([F:19])[CH2:16]2)[CH2:2][CH2:3]1, predict the reactants needed to synthesize it. The reactants are: [CH:1]1([CH2:4][O:5][C:6]2[N:11]=[C:10]([C:12]([OH:14])=O)[CH:9]=[CH:8][C:7]=2[N:15]2[CH2:18][C:17]([F:20])([F:19])[CH2:16]2)[CH2:3][CH2:2]1.[CH3:21][CH:22]1[O:27][CH:26]([CH3:28])[CH2:25][NH:24][CH2:23]1.CN(C(ON1N=NC2C=CC=CC1=2)=[N+](C)C)C.[B-](F)(F)(F)F.CCN(C(C)C)C(C)C. (3) Given the product [C:1]([C:5]1[CH:13]=[CH:12][C:8]([C:9]([NH2:23])=[O:10])=[CH:7][C:6]=1[N+:14]([O-:16])=[O:15])([CH3:4])([CH3:3])[CH3:2], predict the reactants needed to synthesize it. The reactants are: [C:1]([C:5]1[CH:13]=[CH:12][C:8]([C:9](O)=[O:10])=[CH:7][C:6]=1[N+:14]([O-:16])=[O:15])([CH3:4])([CH3:3])[CH3:2].OC1C2N=N[NH:23]C=2C=CC=1.C1(N=C=NC2CCCCC2)CCCCC1.N.CC(O)C.C([O-])(O)=O.[Na+]. (4) Given the product [Br:24][CH:2]([CH2:6][C:7]1[CH:12]=[CH:11][C:10]([O:13][CH2:14][CH2:15][C:16]2[CH:21]=[CH:20][C:19]([CH2:22][CH3:23])=[CH:18][N:17]=2)=[CH:9][CH:8]=1)[C:3]([OH:5])=[O:4], predict the reactants needed to synthesize it. The reactants are: N[CH:2]([CH2:6][C:7]1[CH:12]=[CH:11][C:10]([O:13][CH2:14][CH2:15][C:16]2[CH:21]=[CH:20][C:19]([CH2:22][CH3:23])=[CH:18][N:17]=2)=[CH:9][CH:8]=1)[C:3]([OH:5])=[O:4].[BrH:24].N([O-])=O.[Na+].CC(C)=O. (5) Given the product [CH3:46][O:45][C:38]1[C:37]([CH3:47])=[C:36]2[C:41]([C:42]([O:1][CH2:2][CH2:3][C@@H:4]3[NH:18][C:17](=[O:19])[N:16]([CH3:20])[CH2:15][CH2:14][CH2:13][CH2:12][CH:11]=[CH:10][C@H:9]4[C@@:7]([C:21]([O:23][CH2:24][CH3:25])=[O:22])([CH2:8]4)[NH:6][C:5]3=[O:26])=[CH:43][C:34]([C:32]3[CH:31]=[N:30][N:29]([CH2:27][CH3:28])[CH:33]=3)=[N:35]2)=[CH:40][CH:39]=1, predict the reactants needed to synthesize it. The reactants are: [OH:1][CH2:2][CH2:3][C@@H:4]1[NH:18][C:17](=[O:19])[N:16]([CH3:20])[CH2:15][CH2:14][CH2:13][CH2:12][CH:11]=[CH:10][C@H:9]2[C@@:7]([C:21]([O:23][CH2:24][CH3:25])=[O:22])([CH2:8]2)[NH:6][C:5]1=[O:26].[CH2:27]([N:29]1[CH:33]=[C:32]([C:34]2[CH:43]=[C:42](O)[C:41]3[C:36](=[C:37]([CH3:47])[C:38]([O:45][CH3:46])=[CH:39][CH:40]=3)[N:35]=2)[CH:31]=[N:30]1)[CH3:28].C(C1N=C(C2C=C(OCC[C@@H]3NC(=O)N(C)CCCCC=C[C@H]4[C@@](C(OCC)=O)(C4)NC3=O)C3C(=C(C)C(OC)=CC=3)N=2)SC=1)(C)C.